Dataset: Cav3 T-type calcium channel HTS with 100,875 compounds. Task: Binary Classification. Given a drug SMILES string, predict its activity (active/inactive) in a high-throughput screening assay against a specified biological target. (1) The drug is Clc1c(C(Oc2ccc(N(C3=NS(=O)(=O)c4c3cccc4)Cc3sccc3)cc2)=O)cccc1. The result is 0 (inactive). (2) The drug is O=C(NC1CC(NC(C1)(C)C)(C)C)C1C(CCCC1)C(O)=O. The result is 0 (inactive).